From a dataset of Peptide-MHC class I binding affinity with 185,985 pairs from IEDB/IMGT. Regression. Given a peptide amino acid sequence and an MHC pseudo amino acid sequence, predict their binding affinity value. This is MHC class I binding data. (1) The peptide sequence is TAFTIPST. The MHC is HLA-C06:02 with pseudo-sequence HLA-C06:02. The binding affinity (normalized) is 0. (2) The peptide sequence is SFSFGGFTF. The MHC is HLA-B57:01 with pseudo-sequence HLA-B57:01. The binding affinity (normalized) is 0.282.